Predict the reactants needed to synthesize the given product. From a dataset of Full USPTO retrosynthesis dataset with 1.9M reactions from patents (1976-2016). (1) Given the product [CH3:1][C:2]1[CH:22]=[CH:21][CH:20]=[C:19]([CH3:23])[C:3]=1[CH2:4][O:5][C:6]1[CH:7]=[C:8]([CH2:12][CH2:13][CH2:14][C:15]([OH:17])=[O:16])[CH:9]=[CH:10][CH:11]=1, predict the reactants needed to synthesize it. The reactants are: [CH3:1][C:2]1[CH:22]=[CH:21][CH:20]=[C:19]([CH3:23])[C:3]=1[CH2:4][O:5][C:6]1[CH:7]=[C:8]([C:12](=O)[CH2:13][CH2:14][C:15]([OH:17])=[O:16])[CH:9]=[CH:10][CH:11]=1.NN.[OH-].[K+].Cl. (2) The reactants are: [NH2:1][C:2]1[N:7]=[C:6]([C:8]2[CH:15]=[CH:14][C:11]([C:12]#[N:13])=[C:10](F)[CH:9]=2)[CH:5]=[C:4]([N:17]2[CH2:22][CH2:21][O:20][CH:19]([C:23]3[NH:24][CH:25]=[C:26]([C:28]4[CH:33]=[CH:32][CH:31]=[CH:30][CH:29]=4)[N:27]=3)[CH2:18]2)[N:3]=1.[NH2:34][NH2:35]. Given the product [NH2:1][C:2]1[N:7]=[C:6]([C:8]2[CH:15]=[C:14]3[C:11]([C:12]([NH2:13])=[N:34][NH:35]3)=[CH:10][CH:9]=2)[CH:5]=[C:4]([N:17]2[CH2:22][CH2:21][O:20][CH:19]([C:23]3[NH:24][CH:25]=[C:26]([C:28]4[CH:29]=[CH:30][CH:31]=[CH:32][CH:33]=4)[N:27]=3)[CH2:18]2)[N:3]=1, predict the reactants needed to synthesize it. (3) The reactants are: [CH2:1]([O:8][C:9]([N:11]1[CH2:15][C@@H:14]([F:16])[C@@H:13]([CH2:17]Br)[CH2:12]1)=[O:10])[C:2]1[CH:7]=[CH:6][CH:5]=[CH:4][CH:3]=1.[CH:19]1([NH2:22])[CH2:21][CH2:20]1. Given the product [CH2:1]([O:8][C:9]([N:11]1[CH2:15][C@@H:14]([F:16])[C@@H:13]([CH2:17][NH:22][CH:19]2[CH2:21][CH2:20]2)[CH2:12]1)=[O:10])[C:2]1[CH:7]=[CH:6][CH:5]=[CH:4][CH:3]=1, predict the reactants needed to synthesize it. (4) Given the product [CH3:32][O:31][C:5]1[CH:4]=[N:3][C:2]([N:33]2[CH:37]=[N:36][CH:35]=[N:34]2)=[C:7]2[NH:8][CH:9]=[C:10]([C:11](=[O:30])[C:12]([N:14]3[CH2:23][CH2:22][C:21]4[C:16](=[CH:17][CH:18]=[CH:19][C:20]=4[C:24]4[CH:29]=[CH:28][CH:27]=[CH:26][N:25]=4)[CH2:15]3)=[O:13])[C:6]=12, predict the reactants needed to synthesize it. The reactants are: Br[C:2]1[N:3]=[CH:4][C:5]([O:31][CH3:32])=[C:6]2[C:10]([C:11](=[O:30])[C:12]([N:14]3[CH2:23][CH2:22][C:21]4[C:16](=[CH:17][CH:18]=[CH:19][C:20]=4[C:24]4[CH:29]=[CH:28][CH:27]=[CH:26][N:25]=4)[CH2:15]3)=[O:13])=[CH:9][NH:8][C:7]=12.[NH:33]1[CH:37]=[N:36][CH:35]=[N:34]1.